From a dataset of Full USPTO retrosynthesis dataset with 1.9M reactions from patents (1976-2016). Predict the reactants needed to synthesize the given product. (1) The reactants are: C([O-])(=O)C.[NH4+].[N+:6]([CH3:9])([O-:8])=[O:7].[CH2:10]([O:17][C:18]1[CH:19]=[C:20]([CH:23]=[CH:24][C:25]=1[O:26][CH2:27][CH2:28][CH2:29][O:30][CH3:31])[CH:21]=O)[C:11]1[CH:16]=[CH:15][CH:14]=[CH:13][CH:12]=1. Given the product [CH2:10]([O:17][C:18]1[CH:19]=[C:20](/[CH:21]=[CH:9]/[N+:6]([O-:8])=[O:7])[CH:23]=[CH:24][C:25]=1[O:26][CH2:27][CH2:28][CH2:29][O:30][CH3:31])[C:11]1[CH:12]=[CH:13][CH:14]=[CH:15][CH:16]=1, predict the reactants needed to synthesize it. (2) Given the product [Br:43][C:22]1[CH:21]=[C:20]([N:7]([CH2:6][CH:1]2[CH2:5][CH2:4][CH2:3][CH2:2]2)[C:8](=[O:19])[NH:9][C:10]2[S:11][C:12]([S:49][CH2:48][C:47]([OH:46])=[O:56])=[CH:13][N:14]=2)[CH:25]=[CH:24][CH:23]=1, predict the reactants needed to synthesize it. The reactants are: [CH:1]1([CH2:6][N:7]([C:20]2[CH:25]=[CH:24][C:23](S(C)(=O)=O)=[CH:22][CH:21]=2)[C:8](=[O:19])[NH:9][C:10]2[S:11][CH:12]=[C:13](CC(O)=O)[N:14]=2)[CH2:5][CH2:4][CH2:3][CH2:2]1.C1(CNC2C=CC=C([Br:43])C=2)CCCC1.C([O:46][C:47](=[O:56])[CH2:48][S:49]C1SC(N)=NC=1)C. (3) The reactants are: [H-].[Na+].[C:3]([O:7][C:8](=[O:15])[NH:9][C:10]1[S:11][CH:12]=[CH:13][N:14]=1)([CH3:6])([CH3:5])[CH3:4].[CH3:16][Si:17]([CH3:24])([CH3:23])[CH2:18][CH2:19][O:20][CH2:21]Cl. Given the product [C:3]([O:7][C:8](=[O:15])[N:9]([C:10]1[S:11][CH:12]=[CH:13][N:14]=1)[CH2:21][O:20][CH2:19][CH2:18][Si:17]([CH3:24])([CH3:23])[CH3:16])([CH3:6])([CH3:4])[CH3:5], predict the reactants needed to synthesize it. (4) The reactants are: Cl[CH2:2][C:3](Cl)=[O:4].[CH3:6][O:7][C:8](=[O:17])[C:9]1[CH:14]=[CH:13][CH:12]=[C:11]([NH2:15])[C:10]=1[OH:16].C([O-])([O-])=O.[K+].[K+]. Given the product [CH3:6][O:7][C:8]([C:9]1[C:10]2[O:16][CH2:2][C:3](=[O:4])[NH:15][C:11]=2[CH:12]=[CH:13][CH:14]=1)=[O:17], predict the reactants needed to synthesize it. (5) The reactants are: [CH2:1]([O:8][C:9]1[CH:14]=[CH:13][C:12]([CH2:15][C@H:16]([O:20][CH:21]([CH3:23])[CH3:22])[C:17]([OH:19])=[O:18])=[CH:11][CH:10]=1)[C:2]1[CH:7]=[CH:6][CH:5]=[CH:4][CH:3]=1.C(OC1C=CC(C[C@H](O)C(O)=O)=CC=1)C1C=CC=CC=1.C(OC1C=CC(C[C@@H]2OC(C)(C)OC2=O)=CC=1)C1C=CC=CC=1.COC(OC)(C)C.CC1C=CC(S(O)(=O)=O)=CC=1. Given the product [CH2:1]([O:8][C:9]1[CH:10]=[CH:11][C:12]([CH2:15][C@@H:16]2[O:20][C:21]([CH3:23])([CH3:22])[O:18][C:17]2=[O:19])=[CH:13][CH:14]=1)[C:2]1[CH:7]=[CH:6][CH:5]=[CH:4][CH:3]=1, predict the reactants needed to synthesize it. (6) Given the product [CH2:13]([O:17][C:18]([C@@H:20]1[CH2:25][CH2:24][CH2:23][N:22]([C:26](=[O:64])[C@@H:27]([NH:43][C:44](=[O:63])[C@@H:45]([NH:55][C:56](=[O:57])[C@H:99]([CH3:100])[C@H:98]([O:97][CH3:96])[C@@H:104]([CH3:112])[C@@H:105]([O:110][CH3:111])/[CH:106]=[CH:107]\[CH:108]=[CH2:109])[CH2:46][C:47]2[CH:52]=[CH:51][C:50]([O:53][CH3:54])=[CH:49][CH:48]=2)[CH2:28][C:29]2[CH:34]=[CH:33][CH:32]=[C:31]([O:35][Si:36]([C:39]([CH3:42])([CH3:41])[CH3:40])([CH3:38])[CH3:37])[CH:30]=2)[NH:21]1)=[O:19])[CH2:14][CH:15]=[CH2:16], predict the reactants needed to synthesize it. The reactants are: C[Si](OS(C(F)(F)F)(=O)=O)(C)C.[CH2:13]([O:17][C:18]([C@@H:20]1[CH2:25][CH2:24][CH2:23][N:22]([C:26](=[O:64])[C@@H:27]([NH:43][C:44](=[O:63])[C@@H:45]([NH:55][C:56](OC(C)(C)C)=[O:57])[CH2:46][C:47]2[CH:52]=[CH:51][C:50]([O:53][CH3:54])=[CH:49][CH:48]=2)[CH2:28][C:29]2[CH:34]=[CH:33][CH:32]=[C:31]([O:35][Si:36]([C:39]([CH3:42])([CH3:41])[CH3:40])([CH3:38])[CH3:37])[CH:30]=2)[NH:21]1)=[O:19])[CH2:14][CH:15]=[CH2:16].C(N(CC)C(C)C)(C)C.ON1C2C=CC=CC=2N=N1.Cl.CN(C)CCCN=C=NCC.[CH3:96][O:97][C@H:98]([C@@H:104]([CH3:112])[C@@H:105]([O:110][CH3:111])/[CH:106]=[CH:107]/[CH:108]=[CH2:109])[C@@H:99](C)[C:100](O)=O. (7) Given the product [CH3:13][C:14]1[N:19]=[C:18]([OH:20])[CH:17]=[C:16]([O:21][C:2]2[CH:3]=[CH:4][C:5]([N+:10]([O-:12])=[O:11])=[C:6]([NH:7][CH3:8])[CH:9]=2)[CH:15]=1, predict the reactants needed to synthesize it. The reactants are: F[C:2]1[CH:3]=[CH:4][C:5]([N+:10]([O-:12])=[O:11])=[C:6]([CH:9]=1)[NH:7][CH3:8].[CH3:13][C:14]1[N:19]=[C:18]([OH:20])[CH:17]=[C:16]([OH:21])[CH:15]=1.C(=O)([O-])[O-].[K+].[K+]. (8) Given the product [ClH:1].[N:16]12[CH2:21][CH2:20][CH:19]([CH2:18][CH2:17]1)[C@@H:14]([NH:13][C:11]([C:9]1[S:10][C:6]3[CH:5]=[C:4]([NH:3][C:41]([NH:40][C:35]4[CH:36]=[CH:37][CH:38]=[CH:39][C:34]=4[N+:31]([O-:33])=[O:32])=[O:42])[CH:23]=[CH:22][C:7]=3[CH:8]=1)=[O:12])[CH2:15]2, predict the reactants needed to synthesize it. The reactants are: [ClH:1].Cl.[NH2:3][C:4]1[CH:23]=[CH:22][C:7]2[CH:8]=[C:9]([C:11]([NH:13][C@@H:14]3[CH:19]4[CH2:20][CH2:21][N:16]([CH2:17][CH2:18]4)[CH2:15]3)=[O:12])[S:10][C:6]=2[CH:5]=1.C(N(CC)CC)C.[N+:31]([C:34]1[CH:39]=[CH:38][CH:37]=[CH:36][C:35]=1[N:40]=[C:41]=[O:42])([O-:33])=[O:32]. (9) Given the product [N+:58]([C:61]1[CH:66]=[CH:65][C:64]([NH:67][C@H:68]2[CH2:73][CH2:72][C@H:71]([O:74][CH2:2][C:3]([N:5]3[CH2:10][CH2:9][N:8]([C:11]4[CH:16]=[CH:15][C:14]([O:17][CH2:18][C:19]5[CH:24]=[CH:23][C:22]([C:25]([F:28])([F:27])[F:26])=[CH:21][CH:20]=5)=[CH:13][CH:12]=4)[CH2:7][CH2:6]3)=[O:4])[CH2:70][CH2:69]2)=[CH:63][C:62]=1[C:75]([F:76])([F:77])[F:78])([O-:60])=[O:59], predict the reactants needed to synthesize it. The reactants are: Cl[CH2:2][C:3]([N:5]1[CH2:10][CH2:9][N:8]([C:11]2[CH:16]=[CH:15][C:14]([O:17][CH2:18][C:19]3[CH:24]=[CH:23][C:22]([C:25]([F:28])([F:27])[F:26])=[CH:21][CH:20]=3)=[CH:13][CH:12]=2)[CH2:7][CH2:6]1)=[O:4].FC(F)(F)C1C=CC(COC2C=CC(N3CCNCC3)=CC=2)=CC=1.ClCC(Cl)=O.[N+:58]([C:61]1[CH:66]=[CH:65][C:64]([NH:67][C@H:68]2[CH2:73][CH2:72][C@H:71]([OH:74])[CH2:70][CH2:69]2)=[CH:63][C:62]=1[C:75]([F:78])([F:77])[F:76])([O-:60])=[O:59]. (10) The reactants are: [CH:1]12[CH2:7][CH:4]([NH:5][CH2:6]1)[CH2:3][N:2]2[C:8]1[N:13]=[CH:12][C:11]([NH:14][C:15]([C:17]2[N:18]=[C:19]([C:26]3[CH:31]=[CH:30][CH:29]=[CH:28][CH:27]=3)[O:20][C:21]=2[C:22]([F:25])([F:24])[F:23])=[O:16])=[CH:10][CH:9]=1.[F:32][C:33]1[CH:38]=[CH:37][CH:36]=[CH:35][C:34]=1[N:39]=[C:40]=[O:41]. Given the product [F:32][C:33]1[CH:38]=[CH:37][CH:36]=[CH:35][C:34]=1[NH:39][C:40]([N:5]1[CH2:6][CH:1]2[CH2:7][CH:4]1[CH2:3][N:2]2[C:8]1[N:13]=[CH:12][C:11]([NH:14][C:15]([C:17]2[N:18]=[C:19]([C:26]3[CH:31]=[CH:30][CH:29]=[CH:28][CH:27]=3)[O:20][C:21]=2[C:22]([F:25])([F:24])[F:23])=[O:16])=[CH:10][CH:9]=1)=[O:41], predict the reactants needed to synthesize it.